Dataset: Catalyst prediction with 721,799 reactions and 888 catalyst types from USPTO. Task: Predict which catalyst facilitates the given reaction. Product: [F:1][C:2]1[C:9]([O:10][CH3:11])=[C:8]([O:12][CH3:13])[CH:7]=[C:4]2[C:3]=1[C:14]([NH2:15])=[N:6][CH2:5]2. The catalyst class is: 810. Reactant: [F:1][C:2]1[C:9]([O:10][CH3:11])=[C:8]([O:12][CH3:13])[CH:7]=[C:4]([C:5]#[N:6])[C:3]=1[C:14]#[N:15].